Dataset: Catalyst prediction with 721,799 reactions and 888 catalyst types from USPTO. Task: Predict which catalyst facilitates the given reaction. (1) Reactant: [Cl:1][C:2]1[C:3]([CH3:12])=[C:4]([S:8](Cl)(=[O:10])=[O:9])[CH:5]=[CH:6][CH:7]=1.N1C=CC=CC=1.[NH2:19][C:20]1[CH:21]=[C:22]2[C:27](=[CH:28][CH:29]=1)[N:26]=[CH:25][CH:24]=[CH:23]2.C([O-])(O)=O.[Na+]. Product: [Cl:1][C:2]1[C:3]([CH3:12])=[C:4]([S:8]([NH:19][C:20]2[CH:21]=[C:22]3[C:27](=[CH:28][CH:29]=2)[N:26]=[CH:25][CH:24]=[CH:23]3)(=[O:10])=[O:9])[CH:5]=[CH:6][CH:7]=1. The catalyst class is: 4. (2) Reactant: [C:1]1([NH2:8])[CH:6]=[CH:5][C:4]([NH2:7])=[CH:3][CH:2]=1.C(Cl)(=O)[C:10]1[CH:18]=[CH:17][C:13]([C:14](Cl)=[O:15])=[CH:12][CH:11]=1.[C:21](Cl)(=[O:28])[C:22]1[CH:27]=[CH:26][CH:25]=[CH:24][CH:23]=1. Product: [C:1]1([NH:8][C:14](=[O:15])[C:13]2[CH:12]=[CH:11][CH:10]=[CH:18][CH:17]=2)[CH:6]=[CH:5][C:4]([NH:7][C:21](=[O:28])[C:22]2[CH:27]=[CH:26][CH:25]=[CH:24][CH:23]=2)=[CH:3][CH:2]=1. The catalyst class is: 66.